Task: Regression. Given two drug SMILES strings and cell line genomic features, predict the synergy score measuring deviation from expected non-interaction effect.. Dataset: NCI-60 drug combinations with 297,098 pairs across 59 cell lines (1) Drug 1: CC1=C(C=C(C=C1)C(=O)NC2=CC(=CC(=C2)C(F)(F)F)N3C=C(N=C3)C)NC4=NC=CC(=N4)C5=CN=CC=C5. Drug 2: CCC1(C2=C(COC1=O)C(=O)N3CC4=CC5=C(C=CC(=C5CN(C)C)O)N=C4C3=C2)O.Cl. Cell line: DU-145. Synergy scores: CSS=15.7, Synergy_ZIP=3.35, Synergy_Bliss=1.50, Synergy_Loewe=-48.5, Synergy_HSA=-6.22. (2) Drug 1: CN1CCC(CC1)COC2=C(C=C3C(=C2)N=CN=C3NC4=C(C=C(C=C4)Br)F)OC. Drug 2: C1C(C(OC1N2C=NC3=C(N=C(N=C32)Cl)N)CO)O. Cell line: MDA-MB-231. Synergy scores: CSS=20.0, Synergy_ZIP=-6.85, Synergy_Bliss=-1.61, Synergy_Loewe=-1.32, Synergy_HSA=-0.464. (3) Drug 1: CS(=O)(=O)C1=CC(=C(C=C1)C(=O)NC2=CC(=C(C=C2)Cl)C3=CC=CC=N3)Cl. Drug 2: CN(C)N=NC1=C(NC=N1)C(=O)N. Cell line: NCI-H522. Synergy scores: CSS=9.71, Synergy_ZIP=-2.28, Synergy_Bliss=2.11, Synergy_Loewe=1.13, Synergy_HSA=2.00. (4) Drug 1: CC12CCC(CC1=CCC3C2CCC4(C3CC=C4C5=CN=CC=C5)C)O. Drug 2: C1=C(C(=O)NC(=O)N1)N(CCCl)CCCl. Cell line: SF-539. Synergy scores: CSS=50.2, Synergy_ZIP=-0.397, Synergy_Bliss=1.39, Synergy_Loewe=-3.91, Synergy_HSA=2.95.